Dataset: hERG potassium channel inhibition data for cardiac toxicity prediction from Karim et al.. Task: Regression/Classification. Given a drug SMILES string, predict its toxicity properties. Task type varies by dataset: regression for continuous values (e.g., LD50, hERG inhibition percentage) or binary classification for toxic/non-toxic outcomes (e.g., AMES mutagenicity, cardiotoxicity, hepatotoxicity). Dataset: herg_karim. (1) The molecule is Cc1ccc(S(=O)(=O)NC(=O)N2CCC(N3CCC(Oc4ccc(Cl)cc4C)CC3)CC2)cc1. The result is 0 (non-blocker). (2) The compound is O=C(Nc1ccc(-c2nnc(NCCCCN3CCCCC3)o2)c(Cl)c1)c1ccccc1F. The result is 1 (blocker). (3) The molecule is COCC[C@H](Oc1ncnc2c1cnn2-c1ccccc1OC)C(=O)Nc1ccc(C)cn1. The result is 0 (non-blocker). (4) The molecule is CC(C)N1CCN(NCc2cnc(-c3ccc(C(=O)Nc4ccccc4N)cc3)c(C#N)c2)CC1. The result is 0 (non-blocker). (5) The drug is Cc1cc(COc2nc(N)nc3ccn(Cc4ccccn4)c23)no1. The result is 0 (non-blocker). (6) The drug is O=C(O)C1(F)CCN(C2CC[C@]3(Cc4ccccc4Cc4ccccc43)C2)CC1. The result is 0 (non-blocker). (7) The molecule is CCNC(=O)N1CCN(c2cnc3cc(C(F)(F)F)cc(NCc4cccc([N+](=O)[O-])c4)c3c2)CC1. The result is 1 (blocker). (8) The drug is CC(C(=O)N[C@]1(c2ccccc2)CC[C@@H](N2CCC3(CC2)CCC(C)(C)O3)CC1)c1cc(C(F)(F)F)cc(C(F)(F)F)c1. The result is 1 (blocker). (9) The compound is CCOc1cc(C=C2C(=O)N(c3ccccc3)N=C2C)cc(Cl)c1OCC(=O)OC. The result is 0 (non-blocker).